Predict the reaction yield, written as a fraction of the theoretical maximum amount of product (1.0 means a 100% yield; for example, 0.34 means a 34% yield). From a dataset of Reaction yield outcomes from USPTO patents with 853,638 reactions. (1) The reactants are [CH2:1]([O:3][C:4](=[O:16])[CH2:5][O:6][C:7]1[CH:12]=[CH:11][CH:10]=[CH:9][C:8]=1[CH2:13][CH2:14][CH3:15])[CH3:2].[Cl:17][S:18](O)(=[O:20])=[O:19]. No catalyst specified. The product is [CH2:1]([O:3][C:4](=[O:16])[CH2:5][O:6][C:7]1[CH:12]=[CH:11][C:10]([S:18]([Cl:17])(=[O:20])=[O:19])=[CH:9][C:8]=1[CH2:13][CH2:14][CH3:15])[CH3:2]. The yield is 0.835. (2) The reactants are N1C=CN=C1.[CH3:6][C:7]([Si:10](Cl)([CH3:12])[CH3:11])([CH3:9])[CH3:8].[OH:14][C@H:15]1[CH2:19][CH2:18][NH:17][C:16]1=[O:20]. The catalyst is CN(C)C1C=CN=CC=1.C(Cl)Cl.O. The product is [Si:10]([O:14][C@H:15]1[CH2:19][CH2:18][NH:17][C:16]1=[O:20])([C:7]([CH3:9])([CH3:8])[CH3:6])([CH3:12])[CH3:11]. The yield is 0.970. (3) The reactants are C([O:3][C:4](=[O:22])/[C:5](/[CH3:21])=[CH:6]/[C:7]1[CH:12]=[CH:11][C:10]([O:13][CH3:14])=[C:9]([O:15][CH:16]2[CH2:20][CH2:19][CH2:18][CH2:17]2)[CH:8]=1)C.O[Li].O. The catalyst is CO.O. The product is [CH:16]1([O:15][C:9]2[CH:8]=[C:7](/[CH:6]=[C:5](\[CH3:21])/[C:4]([OH:22])=[O:3])[CH:12]=[CH:11][C:10]=2[O:13][CH3:14])[CH2:17][CH2:18][CH2:19][CH2:20]1. The yield is 0.660.